Dataset: NCI-60 drug combinations with 297,098 pairs across 59 cell lines. Task: Regression. Given two drug SMILES strings and cell line genomic features, predict the synergy score measuring deviation from expected non-interaction effect. (1) Synergy scores: CSS=57.7, Synergy_ZIP=4.47, Synergy_Bliss=4.43, Synergy_Loewe=1.30, Synergy_HSA=6.35. Drug 2: CC(C)(C1=NC(=CC=C1)N2C3=NC(=NC=C3C(=O)N2CC=C)NC4=CC=C(C=C4)N5CCN(CC5)C)O. Drug 1: CCC1=CC2CC(C3=C(CN(C2)C1)C4=CC=CC=C4N3)(C5=C(C=C6C(=C5)C78CCN9C7C(C=CC9)(C(C(C8N6C)(C(=O)OC)O)OC(=O)C)CC)OC)C(=O)OC. Cell line: NCI-H460. (2) Drug 1: C1=C(C(=O)NC(=O)N1)N(CCCl)CCCl. Drug 2: CCC1=C2CN3C(=CC4=C(C3=O)COC(=O)C4(CC)O)C2=NC5=C1C=C(C=C5)O. Cell line: SK-MEL-2. Synergy scores: CSS=28.7, Synergy_ZIP=-5.94, Synergy_Bliss=1.65, Synergy_Loewe=-11.0, Synergy_HSA=2.52. (3) Drug 1: CNC(=O)C1=NC=CC(=C1)OC2=CC=C(C=C2)NC(=O)NC3=CC(=C(C=C3)Cl)C(F)(F)F. Drug 2: C1C(C(OC1N2C=NC(=NC2=O)N)CO)O. Cell line: HOP-92. Synergy scores: CSS=17.3, Synergy_ZIP=-10.5, Synergy_Bliss=-14.2, Synergy_Loewe=-13.7, Synergy_HSA=-13.9. (4) Drug 1: CC=C1C(=O)NC(C(=O)OC2CC(=O)NC(C(=O)NC(CSSCCC=C2)C(=O)N1)C(C)C)C(C)C. Drug 2: C#CCC(CC1=CN=C2C(=N1)C(=NC(=N2)N)N)C3=CC=C(C=C3)C(=O)NC(CCC(=O)O)C(=O)O. Cell line: HOP-62. Synergy scores: CSS=19.5, Synergy_ZIP=-1.69, Synergy_Bliss=2.28, Synergy_Loewe=2.15, Synergy_HSA=3.68. (5) Cell line: PC-3. Synergy scores: CSS=58.9, Synergy_ZIP=13.9, Synergy_Bliss=16.1, Synergy_Loewe=-20.2, Synergy_HSA=17.6. Drug 2: CCC(=C(C1=CC=CC=C1)C2=CC=C(C=C2)OCCN(C)C)C3=CC=CC=C3.C(C(=O)O)C(CC(=O)O)(C(=O)O)O. Drug 1: CC1=C2C(C(=O)C3(C(CC4C(C3C(C(C2(C)C)(CC1OC(=O)C(C(C5=CC=CC=C5)NC(=O)OC(C)(C)C)O)O)OC(=O)C6=CC=CC=C6)(CO4)OC(=O)C)OC)C)OC. (6) Drug 1: CC1=C(C=C(C=C1)NC(=O)C2=CC=C(C=C2)CN3CCN(CC3)C)NC4=NC=CC(=N4)C5=CN=CC=C5. Drug 2: C1CN(P(=O)(OC1)NCCCl)CCCl. Cell line: COLO 205. Synergy scores: CSS=-10.6, Synergy_ZIP=7.56, Synergy_Bliss=4.41, Synergy_Loewe=-6.30, Synergy_HSA=-7.58. (7) Drug 1: C1=C(C(=O)NC(=O)N1)F. Drug 2: C1CC(=O)NC(=O)C1N2C(=O)C3=CC=CC=C3C2=O. Cell line: OVCAR-5. Synergy scores: CSS=31.9, Synergy_ZIP=0.150, Synergy_Bliss=-1.27, Synergy_Loewe=-6.89, Synergy_HSA=-1.81. (8) Drug 1: CCCS(=O)(=O)NC1=C(C(=C(C=C1)F)C(=O)C2=CNC3=C2C=C(C=N3)C4=CC=C(C=C4)Cl)F. Drug 2: CC1OCC2C(O1)C(C(C(O2)OC3C4COC(=O)C4C(C5=CC6=C(C=C35)OCO6)C7=CC(=C(C(=C7)OC)O)OC)O)O. Cell line: MCF7. Synergy scores: CSS=31.8, Synergy_ZIP=5.35, Synergy_Bliss=5.64, Synergy_Loewe=-8.19, Synergy_HSA=4.63.